From a dataset of NCI-60 drug combinations with 297,098 pairs across 59 cell lines. Regression. Given two drug SMILES strings and cell line genomic features, predict the synergy score measuring deviation from expected non-interaction effect. (1) Drug 1: CS(=O)(=O)OCCCCOS(=O)(=O)C. Cell line: SW-620. Synergy scores: CSS=31.4, Synergy_ZIP=-8.74, Synergy_Bliss=-6.07, Synergy_Loewe=-6.18, Synergy_HSA=-1.67. Drug 2: N.N.Cl[Pt+2]Cl. (2) Drug 1: CC1=C(C(=O)C2=C(C1=O)N3CC4C(C3(C2COC(=O)N)OC)N4)N. Drug 2: COCCOC1=C(C=C2C(=C1)C(=NC=N2)NC3=CC=CC(=C3)C#C)OCCOC.Cl. Cell line: SNB-19. Synergy scores: CSS=48.2, Synergy_ZIP=-2.16, Synergy_Bliss=-2.34, Synergy_Loewe=-16.4, Synergy_HSA=0.901. (3) Drug 1: C1CN1P(=S)(N2CC2)N3CC3. Drug 2: CC1=C(N=C(N=C1N)C(CC(=O)N)NCC(C(=O)N)N)C(=O)NC(C(C2=CN=CN2)OC3C(C(C(C(O3)CO)O)O)OC4C(C(C(C(O4)CO)O)OC(=O)N)O)C(=O)NC(C)C(C(C)C(=O)NC(C(C)O)C(=O)NCCC5=NC(=CS5)C6=NC(=CS6)C(=O)NCCC[S+](C)C)O. Cell line: MDA-MB-231. Synergy scores: CSS=18.5, Synergy_ZIP=-6.54, Synergy_Bliss=-3.01, Synergy_Loewe=-7.17, Synergy_HSA=1.93. (4) Drug 1: C1=NC2=C(N1)C(=S)N=C(N2)N. Drug 2: CCCCC(=O)OCC(=O)C1(CC(C2=C(C1)C(=C3C(=C2O)C(=O)C4=C(C3=O)C=CC=C4OC)O)OC5CC(C(C(O5)C)O)NC(=O)C(F)(F)F)O. Cell line: OVCAR-5. Synergy scores: CSS=40.7, Synergy_ZIP=-0.372, Synergy_Bliss=-2.48, Synergy_Loewe=-2.91, Synergy_HSA=-2.19. (5) Drug 1: CC(C1=C(C=CC(=C1Cl)F)Cl)OC2=C(N=CC(=C2)C3=CN(N=C3)C4CCNCC4)N. Drug 2: COC1=C(C=C2C(=C1)N=CN=C2NC3=CC(=C(C=C3)F)Cl)OCCCN4CCOCC4. Cell line: SW-620. Synergy scores: CSS=34.6, Synergy_ZIP=1.59, Synergy_Bliss=6.22, Synergy_Loewe=5.86, Synergy_HSA=5.92. (6) Drug 1: CN(CC1=CN=C2C(=N1)C(=NC(=N2)N)N)C3=CC=C(C=C3)C(=O)NC(CCC(=O)O)C(=O)O. Drug 2: COCCOC1=C(C=C2C(=C1)C(=NC=N2)NC3=CC=CC(=C3)C#C)OCCOC.Cl. Cell line: SF-268. Synergy scores: CSS=22.4, Synergy_ZIP=0.212, Synergy_Bliss=0.460, Synergy_Loewe=-33.4, Synergy_HSA=1.16. (7) Drug 1: C1CCC(C1)C(CC#N)N2C=C(C=N2)C3=C4C=CNC4=NC=N3. Drug 2: CN1C2=C(C=C(C=C2)N(CCCl)CCCl)N=C1CCCC(=O)O.Cl. Cell line: RXF 393. Synergy scores: CSS=3.83, Synergy_ZIP=-1.43, Synergy_Bliss=1.37, Synergy_Loewe=-1.97, Synergy_HSA=-0.0570. (8) Drug 1: CC1C(C(CC(O1)OC2CC(OC(C2O)C)OC3=CC4=CC5=C(C(=O)C(C(C5)C(C(=O)C(C(C)O)O)OC)OC6CC(C(C(O6)C)O)OC7CC(C(C(O7)C)O)OC8CC(C(C(O8)C)O)(C)O)C(=C4C(=C3C)O)O)O)O. Drug 2: CN(CC1=CN=C2C(=N1)C(=NC(=N2)N)N)C3=CC=C(C=C3)C(=O)NC(CCC(=O)O)C(=O)O. Cell line: A498. Synergy scores: CSS=66.1, Synergy_ZIP=0.357, Synergy_Bliss=0.933, Synergy_Loewe=-0.163, Synergy_HSA=1.39.